From a dataset of Full USPTO retrosynthesis dataset with 1.9M reactions from patents (1976-2016). Predict the reactants needed to synthesize the given product. Given the product [C:4]([CH:6]1[CH2:7][CH2:8][N:9]([C:12]([O:14][C:15]([CH3:16])([CH3:17])[CH3:18])=[O:13])[CH2:10][CH2:11]1)(=[O:5])[C:20]1[CH:25]=[CH:24][CH:23]=[CH:22][CH:21]=1, predict the reactants needed to synthesize it. The reactants are: CON(C)[C:4]([CH:6]1[CH2:11][CH2:10][N:9]([C:12]([O:14][C:15]([CH3:18])([CH3:17])[CH3:16])=[O:13])[CH2:8][CH2:7]1)=[O:5].[C:20]1([Mg]Cl)[CH:25]=[CH:24][CH:23]=[CH:22][CH:21]=1.